Task: Predict which catalyst facilitates the given reaction.. Dataset: Catalyst prediction with 721,799 reactions and 888 catalyst types from USPTO (1) Reactant: [C:1]([Si:5](Cl)([CH3:7])[CH3:6])([CH3:4])([CH3:3])[CH3:2].N1C=CN=C1.[CH2:14]([O:21][C:22]1[CH:23]=[C:24]([OH:28])[CH:25]=[CH:26][CH:27]=1)[C:15]1[CH:20]=[CH:19][CH:18]=[CH:17][CH:16]=1.O. Product: [CH2:14]([O:21][C:22]1[CH:23]=[C:24]([CH:25]=[CH:26][CH:27]=1)[O:28][Si:5]([C:1]([CH3:4])([CH3:3])[CH3:2])([CH3:7])[CH3:6])[C:15]1[CH:16]=[CH:17][CH:18]=[CH:19][CH:20]=1. The catalyst class is: 1. (2) Reactant: [CH3:1][N:2]([CH3:25])[C:3]1[CH:24]=[CH:23][C:6]([C:7]([C:9]2[CH:14]=[CH:13][C:12]([NH:15]C(=O)OC(C)(C)C)=[CH:11][CH:10]=2)=[O:8])=[CH:5][CH:4]=1. Product: [NH2:15][C:12]1[CH:11]=[CH:10][C:9]([C:7]([C:6]2[CH:23]=[CH:24][C:3]([N:2]([CH3:25])[CH3:1])=[CH:4][CH:5]=2)=[O:8])=[CH:14][CH:13]=1. The catalyst class is: 330. (3) Reactant: [Br:1][C:2]1[N:6]([C:7]([CH3:10])([CH3:9])[CH3:8])[N:5]=[CH:4][C:3]=1[C:11]([OH:13])=O.CC[N:16]=C=NCCCN(C)C.C1C=CC2N(O)N=NC=2C=1.[Cl-].[NH4+]. Product: [Br:1][C:2]1[N:6]([C:7]([CH3:10])([CH3:9])[CH3:8])[N:5]=[CH:4][C:3]=1[C:11]([NH2:16])=[O:13]. The catalyst class is: 3. (4) The catalyst class is: 2. Reactant: Cl(O)(=O)(=O)=O.[CH3:6][C:7](OC(C)=O)=[O:8].[CH2:13]([O:15][C:16](=[O:32])[CH2:17][O:18][C:19]1[CH:24]=[CH:23][CH:22]=[CH:21][C:20]=1[O:25][CH2:26][C:27]([O:29][CH2:30][CH3:31])=[O:28])[CH3:14]. Product: [CH2:30]([O:29][C:27](=[O:28])[CH2:26][O:25][C:20]1[CH:21]=[CH:22][C:23]([C:7](=[O:8])[CH3:6])=[CH:24][C:19]=1[O:18][CH2:17][C:16]([O:15][CH2:13][CH3:14])=[O:32])[CH3:31].